Predict the reactants needed to synthesize the given product. From a dataset of Full USPTO retrosynthesis dataset with 1.9M reactions from patents (1976-2016). (1) Given the product [NH2:12][C:10]1[S:11][C:7]([C:5]2[CH:4]=[CH:3][N:35]=[C:33]([NH:32][C:28]3[CH:29]=[CH:30][CH:31]=[C:26]([N+:23]([O-:25])=[O:24])[CH:27]=3)[N:34]=2)=[C:8]([CH3:17])[N:9]=1, predict the reactants needed to synthesize it. The reactants are: CN(C)[CH:3]=[CH:4][C:5]([C:7]1[S:11][C:10]([N:12]=CN(C)C)=[N:9][C:8]=1[CH3:17])=O.[N+]([O-])(O)=O.[N+:23]([C:26]1[CH:27]=[C:28]([NH:32][C:33]([NH2:35])=[NH:34])[CH:29]=[CH:30][CH:31]=1)([O-:25])=[O:24].[OH-].[Na+]. (2) Given the product [CH:50]([O:52][CH2:53][CH2:54][O:55][NH:56][C:4]([C:6]1[N:14]([CH2:15][C:16]#[CH:17])[C:13]2[CH:12]=[CH:11][N:10]=[CH:9][C:8]=2[C:7]=1[NH:18][C:19]1[CH:24]=[CH:23][C:22]([I:25])=[CH:21][C:20]=1[F:26])=[O:5])=[CH2:51], predict the reactants needed to synthesize it. The reactants are: C(O[C:4]([C:6]1[N:14]([CH2:15][C:16]#[CH:17])[C:13]2[CH:12]=[CH:11][N:10]=[CH:9][C:8]=2[C:7]=1[NH:18][C:19]1[CH:24]=[CH:23][C:22]([I:25])=[CH:21][C:20]=1[F:26])=[O:5])C.[OH-].[Na+].CCN=C=NCCCN(C)C.C1C=CC2N(O)N=NC=2C=1.[CH:50]([O:52][CH2:53][CH2:54][O:55][NH2:56])=[CH2:51].CCN(C(C)C)C(C)C. (3) The reactants are: [N:1]([CH2:4][CH:5]1[CH2:10][N:9]([CH3:11])[C:8]2[CH:12]=[CH:13][CH:14]=[C:15](Br)[C:7]=2[O:6]1)=[N+:2]=[N-:3].[Cl:17][C:18]1[CH:19]=[C:20](B(O)O)[CH:21]=[CH:22][CH:23]=1. Given the product [N:1]([CH2:4][CH:5]1[CH2:10][N:9]([CH3:11])[C:8]2[CH:12]=[CH:13][CH:14]=[C:15]([C:22]3[CH:21]=[CH:20][CH:19]=[C:18]([Cl:17])[CH:23]=3)[C:7]=2[O:6]1)=[N+:2]=[N-:3], predict the reactants needed to synthesize it. (4) Given the product [C:1]([O:5][C:6]([N:8]1[CH2:14][CH2:13][C:10]2([CH2:12][CH2:11]2)[CH2:9]1)=[O:7])([CH3:4])([CH3:2])[CH3:3], predict the reactants needed to synthesize it. The reactants are: [C:1]([O:5][C:6]([N:8]1[CH:14](C(=O)NCC(C2C=CC(Br)=CC=2)=O)[CH2:13][C:10]2([CH2:12][CH2:11]2)[CH2:9]1)=[O:7])([CH3:4])([CH3:3])[CH3:2].C([O-])(=O)C.[NH4+]. (5) Given the product [CH3:30][C:19]([O:23][C:24]1[CH:29]=[CH:28][CH:27]=[CH:26][CH:25]=1)([CH2:18][C:31]1[S:32][CH:33]=[CH:34][CH:35]=1)[C:20]([OH:22])=[O:21], predict the reactants needed to synthesize it. The reactants are: C([SiH](CC)CC)C.B(F)(F)F.CCOCC.O[CH:18]([C:31]1[S:32][CH:33]=[CH:34][CH:35]=1)[C:19]([CH3:30])([O:23][C:24]1[CH:29]=[CH:28][CH:27]=[CH:26][CH:25]=1)[C:20]([OH:22])=[O:21].B(F)(F)F.